The task is: Predict the reaction yield, written as a fraction of the theoretical maximum amount of product (1.0 means a 100% yield; for example, 0.34 means a 34% yield).. This data is from Reaction yield outcomes from USPTO patents with 853,638 reactions. (1) The reactants are [O:1]=[C:2]1[NH:7][C:6]2[CH:8]=[C:9]([C:12]([OH:14])=O)[CH:10]=[CH:11][C:5]=2[S:4][CH2:3]1.[CH3:15][O:16][C:17]1[CH:18]=[C:19]2[C:24](=[CH:25][CH:26]=1)[N:23]=[CH:22][C:21]([S:27][CH2:28][CH2:29][N:30]1[CH2:35][CH2:34][CH:33]([NH2:36])[CH2:32][CH2:31]1)=[CH:20]2.ON1C2C=CC=CC=2N=N1.Cl.CN(C)CCCN=C=NCC.C(N(CC)C(C)C)(C)C. The catalyst is CN(C)C=O. The product is [CH3:15][O:16][C:17]1[CH:18]=[C:19]2[C:24](=[CH:25][CH:26]=1)[N:23]=[CH:22][C:21]([S:27][CH2:28][CH2:29][N:30]1[CH2:35][CH2:34][CH:33]([NH:36][C:12]([C:9]3[CH:10]=[CH:11][C:5]4[S:4][CH2:3][C:2](=[O:1])[NH:7][C:6]=4[CH:8]=3)=[O:14])[CH2:32][CH2:31]1)=[CH:20]2. The yield is 0.590. (2) The reactants are CO[C:3](=[O:11])[C:4]1[CH:9]=[CH:8][C:7]([Cl:10])=[CH:6][CH:5]=1.[CH3:12][N:13]([CH3:18])[S:14]([CH3:17])(=[O:16])=[O:15].[H-].[Na+]. The catalyst is COCCOC. The product is [CH3:12][N:13]([CH3:18])[S:14]([CH2:17][C:3]([C:4]1[CH:5]=[CH:6][C:7]([Cl:10])=[CH:8][CH:9]=1)=[O:11])(=[O:16])=[O:15]. The yield is 0.420.